Dataset: Experimentally validated miRNA-target interactions with 360,000+ pairs, plus equal number of negative samples. Task: Binary Classification. Given a miRNA mature sequence and a target amino acid sequence, predict their likelihood of interaction. (1) The miRNA is hsa-miR-329-3p with sequence AACACACCUGGUUAACCUCUUU. The protein sequence of the target gene is MALARPGTPDPQALASVLLLLLWAPALSLLAGTVPSEPPSACASDPCAPGTECQATESGGYTCGPMEPRGCATQPCHHGALCVPQGPDPTGFRCYCVPGFQGPRCELDIDECASRPCHHGATCRNLADRYECHCPLGYAGVTCEMEVDECASAPCLHGGSCLDGVGSFRCVCAPGYGGTRCQLDLDECQSQPCAHGGTCHDLVNGFRCDCAGTGYEGTHCEREVLECASAPCEHNASCLEGLGSFRCLCWPGYSGELCEVDEDECASSPCQHGGRCLQRSDPALYGGVQAAFPGAFSFRH.... Result: 1 (interaction). (2) The miRNA is mmu-miR-694 with sequence CUGAAAAUGUUGCCUGAAG. The protein sequence of the target gene is MDVHLFDYAEPGNYSDINWPCNSSDCIVVDTVQCPTMPNKNVLLYTLSFIYIFIFVIGMIANSVVVWVNIQAKTTGYDTHCYILNLAIADLWVVITIPVWVVSLVQHNQWPMGELTCKITHLIFSINLFGSIFFLACMSVDRYLSITYFTGTSSYKKKMVRRVVCILVWLLAFFVSLPDTYYLKTVTSASNNETYCRSFYPEHSIKEWLIGMELVSVILGFAVPFTIIAIFYFLLARAMSASGDQEKHSSRKIIFSYVVVFLVCWLPYHFVVLLDIFSILHYIPFTCQLENVLFTALHVT.... Result: 0 (no interaction). (3) The miRNA is hsa-let-7c-3p with sequence CUGUACAACCUUCUAGCUUUCC. The protein sequence of the target gene is MAHKQIYYSDKYFDEHYEYRHVMLPRELSKQVPKTHLMSEEEWRRLGVQQSLGWVHYMIHEPEPHILLFRRPLPKDQQK. Result: 1 (interaction).